Dataset: Forward reaction prediction with 1.9M reactions from USPTO patents (1976-2016). Task: Predict the product of the given reaction. (1) Given the reactants [Cl:1][C:2]1[C:10]([F:11])=[C:9]2[C:5]([C:6]([S:27][C:28]3[C:29]([F:39])=[C:30]([CH:36]=[CH:37][CH:38]=3)[C:31]([O:33]CC)=[O:32])=[C:7]([CH:24]3[CH2:26][CH2:25]3)[N:8]2[CH2:12][C:13]([N:15]2[C:23]3[C:18](=[CH:19][CH:20]=[CH:21][CH:22]=3)[CH2:17][CH2:16]2)=[O:14])=[CH:4][CH:3]=1.[OH-].[Na+:41], predict the reaction product. The product is: [Cl:1][C:2]1[C:10]([F:11])=[C:9]2[C:5]([C:6]([S:27][C:28]3[C:29]([F:39])=[C:30]([CH:36]=[CH:37][CH:38]=3)[C:31]([O-:33])=[O:32])=[C:7]([CH:24]3[CH2:25][CH2:26]3)[N:8]2[CH2:12][C:13]([N:15]2[C:23]3[C:18](=[CH:19][CH:20]=[CH:21][CH:22]=3)[CH2:17][CH2:16]2)=[O:14])=[CH:4][CH:3]=1.[Na+:41]. (2) Given the reactants [CH2:1]([O:3][C:4]1[CH:5]=[C:6]([CH:28]=[C:29]([O:32][CH2:33][CH3:34])[C:30]=1F)[CH2:7][N:8]1[CH2:13][CH2:12][CH:11]([NH:14][C:15](=[O:27])[C:16]2[CH:21]=[CH:20][CH:19]=[C:18]([C:22]3[N:23]=[N:24][NH:25][N:26]=3)[CH:17]=2)[CH2:10][CH2:9]1)[CH3:2].C(OC1C=C(C=C(OCC)C=1[N:46]1[CH:50]=[CH:49][CH:48]=[CH:47]1)C=O)C.C([BH3-])#N.[Na+].C(N(C(C)C)C(C)C)C, predict the reaction product. The product is: [CH2:1]([O:3][C:4]1[CH:5]=[C:6]([CH:28]=[C:29]([O:32][CH2:33][CH3:34])[C:30]=1[N:46]1[CH:50]=[CH:49][CH:48]=[CH:47]1)[CH2:7][N:8]1[CH2:13][CH2:12][CH:11]([NH:14][C:15](=[O:27])[C:16]2[CH:21]=[CH:20][CH:19]=[C:18]([C:22]3[N:23]=[N:24][NH:25][N:26]=3)[CH:17]=2)[CH2:10][CH2:9]1)[CH3:2]. (3) Given the reactants [CH2:1]([C@@H:4]1[CH2:9][C@H:8]([C:10]2[CH:15]=[CH:14][CH:13]=[C:12]([Cl:16])[CH:11]=2)[C@@H:7]([C:17]2[CH:22]=[CH:21][C:20]([Cl:23])=[CH:19][CH:18]=2)[N:6]([C@@H:24]([CH2:27][CH3:28])[CH:25]=O)[C:5]1=[O:29])[CH:2]=[CH2:3].C(O)(=O)C.[CH3:34][NH2:35].C1COCC1, predict the reaction product. The product is: [CH2:1]([C@@H:4]1[CH2:9][C@H:8]([C:10]2[CH:15]=[CH:14][CH:13]=[C:12]([Cl:16])[CH:11]=2)[C@@H:7]([C:17]2[CH:18]=[CH:19][C:20]([Cl:23])=[CH:21][CH:22]=2)[N:6]([CH:24]([CH2:27][CH3:28])[CH2:25][NH:35][CH3:34])[C:5]1=[O:29])[CH:2]=[CH2:3]. (4) Given the reactants [F:1][C:2]([F:34])([F:33])[C:3]1[CH:4]=[C:5]([CH:30]=[CH:31][CH:32]=1)[C:6]([NH:8][CH:9]([C:11]1[N:16]=[N:15][C:14]([NH:17][C:18]2[CH:23]=[C:22]([O:24][CH3:25])[C:21]([O:26][CH3:27])=[C:20]([O:28][CH3:29])[CH:19]=2)=[N:13][CH:12]=1)[CH3:10])=O.P(Cl)(Cl)(Cl)=O, predict the reaction product. The product is: [CH3:10][C:9]1[N:8]=[C:6]([C:5]2[CH:30]=[CH:31][CH:32]=[C:3]([C:2]([F:34])([F:33])[F:1])[CH:4]=2)[N:16]2[C:11]=1[CH:12]=[N:13][C:14]([NH:17][C:18]1[CH:23]=[C:22]([O:24][CH3:25])[C:21]([O:26][CH3:27])=[C:20]([O:28][CH3:29])[CH:19]=1)=[N:15]2. (5) Given the reactants N(C(OC(C)C)=O)=NC(OC(C)C)=O.[NH:15]1[C:20]2[CH:21]=[CH:22][CH:23]=[CH:24][C:19]=2[C:18](=[O:25])[O:17][C:16]1=[O:26].[C:44]1(P([C:40]2[CH:45]=[CH:44][CH:43]=CC=2)[C:44]2[CH:43]=CC=[CH:40][CH:45]=2)[CH:43]=CC=[CH:40][CH:45]=1.C1(CO)CCCC1, predict the reaction product. The product is: [CH:45]1([CH2:40][N:15]2[C:20]3[CH:21]=[CH:22][CH:23]=[CH:24][C:19]=3[C:18](=[O:25])[O:17][C:16]2=[O:26])[CH2:43][CH2:44]1.